From a dataset of Reaction yield outcomes from USPTO patents with 853,638 reactions. Predict the reaction yield, written as a fraction of the theoretical maximum amount of product (1.0 means a 100% yield; for example, 0.34 means a 34% yield). The reactants are Cl.[O:2]=[C:3]1[NH:12][C:11]2[N:10]=[CH:9][C:8](/[CH:13]=[CH:14]/[C:15]([OH:17])=O)=[CH:7][C:6]=2[CH2:5][CH2:4]1.Cl.[O:19]([CH:26]1[CH2:30][CH2:29][NH:28][CH2:27]1)[C:20]1[CH:25]=[CH:24][CH:23]=[CH:22][CH:21]=1.CCN(C(C)C)C(C)C.CCN=C=NCCCN(C)C. The catalyst is CN(C=O)C. The product is [O:17]=[C:15]([N:28]1[CH2:29][CH2:30][CH:26]([O:19][C:20]2[CH:21]=[CH:22][CH:23]=[CH:24][CH:25]=2)[CH2:27]1)/[CH:14]=[CH:13]/[C:8]1[CH:7]=[C:6]2[C:11](=[N:10][CH:9]=1)[NH:12][C:3](=[O:2])[CH2:4][CH2:5]2. The yield is 0.680.